Dataset: NCI-60 drug combinations with 297,098 pairs across 59 cell lines. Task: Regression. Given two drug SMILES strings and cell line genomic features, predict the synergy score measuring deviation from expected non-interaction effect. (1) Drug 1: CC12CCC(CC1=CCC3C2CCC4(C3CC=C4C5=CN=CC=C5)C)O. Drug 2: CCCCC(=O)OCC(=O)C1(CC(C2=C(C1)C(=C3C(=C2O)C(=O)C4=C(C3=O)C=CC=C4OC)O)OC5CC(C(C(O5)C)O)NC(=O)C(F)(F)F)O. Cell line: HS 578T. Synergy scores: CSS=9.65, Synergy_ZIP=3.00, Synergy_Bliss=8.09, Synergy_Loewe=5.64, Synergy_HSA=4.96. (2) Synergy scores: CSS=42.6, Synergy_ZIP=1.17, Synergy_Bliss=2.88, Synergy_Loewe=-18.9, Synergy_HSA=3.13. Drug 2: CC1C(C(CC(O1)OC2CC(CC3=C2C(=C4C(=C3O)C(=O)C5=C(C4=O)C(=CC=C5)OC)O)(C(=O)CO)O)N)O.Cl. Drug 1: CC12CCC3C(C1CCC2OP(=O)(O)O)CCC4=C3C=CC(=C4)OC(=O)N(CCCl)CCCl.[Na+]. Cell line: SW-620. (3) Cell line: NCI-H522. Drug 1: C1CC(=O)NC(=O)C1N2CC3=C(C2=O)C=CC=C3N. Drug 2: CCCS(=O)(=O)NC1=C(C(=C(C=C1)F)C(=O)C2=CNC3=C2C=C(C=N3)C4=CC=C(C=C4)Cl)F. Synergy scores: CSS=0.865, Synergy_ZIP=-1.17, Synergy_Bliss=-1.98, Synergy_Loewe=-2.38, Synergy_HSA=-2.18.